Dataset: Forward reaction prediction with 1.9M reactions from USPTO patents (1976-2016). Task: Predict the product of the given reaction. (1) Given the reactants [CH2:1]([C:4]1([CH2:19][CH2:20][CH2:21][CH3:22])[CH2:13][CH2:12][C:11]2[C:6](=[CH:7][C:8]([F:17])=[C:9]([O:15][CH3:16])[C:10]=2[Cl:14])[C:5]1=[O:18])[CH:2]=[CH2:3].C1(=O)C=CC(=[O:29])C=C1.O.Cl(O)(=O)(=O)=O, predict the reaction product. The product is: [CH2:19]([C:4]1([CH2:1][C:2](=[O:29])[CH3:3])[CH2:13][CH2:12][C:11]2[C:6](=[CH:7][C:8]([F:17])=[C:9]([O:15][CH3:16])[C:10]=2[Cl:14])[C:5]1=[O:18])[CH2:20][CH2:21][CH3:22]. (2) Given the reactants [F:1][CH:2]([F:13])[C:3]1[CH:8]=[C:7]([N+:9]([O-])=O)[CH:6]=[CH:5][C:4]=1[F:12].Cl, predict the reaction product. The product is: [F:13][CH:2]([F:1])[C:3]1[CH:8]=[C:7]([CH:6]=[CH:5][C:4]=1[F:12])[NH2:9]. (3) Given the reactants [Br-].[C:2]([CH2:6][P+](C1C=CC=CC=1)(C1C=CC=CC=1)C1C=CC=CC=1)(OC)=[O:3].[Li][CH2:27][CH2:28][CH2:29]C.Cl.[SiH3][O:33][SiH3].[F-].[CH2:49]([N+]([CH2:49][CH2:50][CH2:51][CH3:52])([CH2:49][CH2:50][CH2:51][CH3:52])[CH2:49][CH2:50][CH2:51][CH3:52])[CH2:50][CH2:51][CH3:52], predict the reaction product. The product is: [O:33]1[C:51]2[C:52](=[CH:6][C:2]([OH:3])=[CH:49][CH:50]=2)[CH2:27][CH2:28][CH2:29]1.